Dataset: Peptide-MHC class I binding affinity with 185,985 pairs from IEDB/IMGT. Task: Regression. Given a peptide amino acid sequence and an MHC pseudo amino acid sequence, predict their binding affinity value. This is MHC class I binding data. (1) The MHC is HLA-B15:17 with pseudo-sequence HLA-B15:17. The peptide sequence is SHAKVLVTF. The binding affinity (normalized) is 0.261. (2) The MHC is Mamu-B52 with pseudo-sequence Mamu-B52. The binding affinity (normalized) is 0.643. The peptide sequence is RQFPTAWEF. (3) The peptide sequence is YSPGEVNRVAA. The MHC is Mamu-A01 with pseudo-sequence Mamu-A01. The binding affinity (normalized) is 0.591. (4) The peptide sequence is AKYEICLEK. The MHC is HLA-A26:03 with pseudo-sequence HLA-A26:03. The binding affinity (normalized) is 0.0847. (5) The peptide sequence is FLWWNAAPA. The MHC is HLA-A02:19 with pseudo-sequence HLA-A02:19. The binding affinity (normalized) is 0.834. (6) The peptide sequence is LTFDVFRPL. The MHC is HLA-A02:06 with pseudo-sequence HLA-A02:06. The binding affinity (normalized) is 0.133.